This data is from Full USPTO retrosynthesis dataset with 1.9M reactions from patents (1976-2016). The task is: Predict the reactants needed to synthesize the given product. (1) Given the product [CH3:1][C:2]1[CH:21]=[CH:20][C:19]([C:35]2[C:34]([C:33]([OH:41])=[O:32])=[CH:39][CH:38]=[CH:37][CH:36]=2)=[CH:18][C:3]=1[C:4]([NH:6][CH2:7][C:8]12[CH2:17][CH:12]3[CH2:11][CH:10]([CH2:16][CH:14]([CH2:13]3)[CH2:15]1)[CH2:9]2)=[O:5], predict the reactants needed to synthesize it. The reactants are: [CH3:1][C:2]1[CH:21]=[CH:20][C:19](B2OC(C)(C)C(C)(C)O2)=[CH:18][C:3]=1[C:4]([NH:6][CH2:7][C:8]12[CH2:17][CH:12]3[CH2:13][CH:14]([CH2:16][CH:10]([CH2:11]3)[CH2:9]1)[CH2:15]2)=[O:5].C[O:32][C:33](=[O:41])[C:34]1[CH:39]=[CH:38][CH:37]=[CH:36][C:35]=1Br.C(=O)([O-])[O-].[Na+].[Na+].[OH-].[Na+]. (2) The reactants are: [F:1][C:2]1[CH:3]=[C:4]([CH2:10][N:11]2[C:19]3[C:14](=[N:15][CH:16]=[C:17]([CH3:20])[CH:18]=3)[C:13]([C:21](O)=[O:22])=[CH:12]2)[C:5]([O:8][CH3:9])=[N:6][CH:7]=1.[F:24][CH2:25][CH2:26][NH2:27]. Given the product [F:1][C:2]1[CH:3]=[C:4]([CH2:10][N:11]2[C:19]3[C:14](=[N:15][CH:16]=[C:17]([CH3:20])[CH:18]=3)[C:13]([C:21]([NH:27][CH2:26][CH2:25][F:24])=[O:22])=[CH:12]2)[C:5]([O:8][CH3:9])=[N:6][CH:7]=1, predict the reactants needed to synthesize it. (3) Given the product [C:2]([C:6]1[CH:7]=[CH:8][C:9]([C@@H:12]([NH:14][C:34]([C:30]2[CH:29]=[C:28]3[C:33](=[CH:32][CH:31]=2)[N:25]([CH2:24][C:23]2[CH:22]=[C:21]([CH:41]=[CH:40][CH:39]=2)[O:20][C@H:18]([CH3:19])[C:17]([O:16][CH3:15])=[O:42])[C:26]([CH3:38])=[C:27]3[CH3:37])=[O:35])[CH3:13])=[CH:10][CH:11]=1)([CH3:5])([CH3:3])[CH3:4], predict the reactants needed to synthesize it. The reactants are: Cl.[C:2]([C:6]1[CH:11]=[CH:10][C:9]([C@@H:12]([NH2:14])[CH3:13])=[CH:8][CH:7]=1)([CH3:5])([CH3:4])[CH3:3].[CH3:15][O:16][C:17](=[O:42])[C@H:18]([O:20][C:21]1[CH:22]=[C:23]([CH:39]=[CH:40][CH:41]=1)[CH2:24][N:25]1[C:33]2[C:28](=[CH:29][C:30]([C:34](O)=[O:35])=[CH:31][CH:32]=2)[C:27]([CH3:37])=[C:26]1[CH3:38])[CH3:19]. (4) Given the product [Cl:29][C:30]1[CH:35]=[CH:34][C:33]([C@@H:36]([NH:38][C:24]([C:20]2[N:21]([CH3:23])[CH:22]=[C:18]([NH:17][C:15]([C:10]3[C:9]([C:6]4[CH:7]=[CH:8][C:3]([C:2]([F:1])([F:27])[F:28])=[CH:4][CH:5]=4)=[CH:14][CH:13]=[CH:12][CH:11]=3)=[O:16])[CH:19]=2)=[O:26])[CH3:37])=[CH:32][CH:31]=1, predict the reactants needed to synthesize it. The reactants are: [F:1][C:2]([F:28])([F:27])[C:3]1[CH:8]=[CH:7][C:6]([C:9]2[C:10]([C:15]([NH:17][C:18]3[CH:19]=[C:20]([C:24]([OH:26])=O)[N:21]([CH3:23])[CH:22]=3)=[O:16])=[CH:11][CH:12]=[CH:13][CH:14]=2)=[CH:5][CH:4]=1.[Cl:29][C:30]1[CH:35]=[CH:34][C:33]([C@H:36]([NH2:38])[CH3:37])=[CH:32][CH:31]=1.CN(C(ON1N=NC2C=CC=CC1=2)=[N+](C)C)C.[B-](F)(F)(F)F.ClCl. (5) Given the product [O:1]=[C:2]1[N:11]([N:12]([S:13]([CH3:16])(=[O:15])=[O:14])[C:28](=[O:29])[CH2:30][O:31][C:32](=[O:34])[CH3:33])[C:10](=[O:17])[C:9]2[C:4](=[CH:5][C:6]([C:23]([F:25])([F:26])[F:24])=[C:7]([N:18]3[CH:19]=[CH:20][CH:21]=[CH:22]3)[CH:8]=2)[NH:3]1, predict the reactants needed to synthesize it. The reactants are: [O:1]=[C:2]1[N:11]([NH:12][S:13]([CH3:16])(=[O:15])=[O:14])[C:10](=[O:17])[C:9]2[C:4](=[CH:5][C:6]([C:23]([F:26])([F:25])[F:24])=[C:7]([N:18]3[CH:22]=[CH:21][CH:20]=[CH:19]3)[CH:8]=2)[NH:3]1.Cl[C:28]([CH2:30][O:31][C:32](=[O:34])[CH3:33])=[O:29]. (6) The reactants are: [Br:1][C:2]1[N:6]2[CH:7]=[C:8]([C:15]3[CH:19]=CO[CH:16]=3)[CH:9]=[C:10]([C:11]([F:14])([F:13])[F:12])[C:5]2=[N:4][C:3]=1[C:20]([N:22]1[CH2:26][CH2:25][CH:24]([C:27]2[CH:32]=[CH:31][C:30]([F:33])=[CH:29][CH:28]=2)[CH2:23]1)=[O:21].BrC1N2C=C(Br)C=C(C(F)(F)F)C2=NC=1C(N1CCC(C2C=CC(F)=CC=2)C1)=O.[NH:63]1C=C(B2OC(C)(C)C(C)(C)O2)C=[N:64]1. Given the product [Br:1][C:2]1[N:6]2[CH:7]=[C:8]([C:15]3[CH:16]=[N:63][NH:64][CH:19]=3)[CH:9]=[C:10]([C:11]([F:14])([F:13])[F:12])[C:5]2=[N:4][C:3]=1[C:20]([N:22]1[CH2:26][CH2:25][CH:24]([C:27]2[CH:28]=[CH:29][C:30]([F:33])=[CH:31][CH:32]=2)[CH2:23]1)=[O:21], predict the reactants needed to synthesize it. (7) Given the product [Cl:22][C:23]1[CH:32]=[CH:31][C:26]([C:27](=[O:30])[CH2:28][N:3]2[C:4]3[CH:9]=[CH:8][CH:7]=[CH:6][C:5]=3[N:1]=[C:2]2[C:10]2[C:11]([NH2:15])=[N:12][O:13][N:14]=2)=[CH:25][C:24]=1[N+:33]([O-:35])=[O:34], predict the reactants needed to synthesize it. The reactants are: [NH:1]1[C:5]2[CH:6]=[CH:7][CH:8]=[CH:9][C:4]=2[N:3]=[C:2]1[C:10]1[C:11]([NH2:15])=[N:12][O:13][N:14]=1.C(=O)([O-])[O-].[K+].[K+].[Cl:22][C:23]1[CH:32]=[CH:31][C:26]([C:27](=[O:30])[CH2:28]Br)=[CH:25][C:24]=1[N+:33]([O-:35])=[O:34]. (8) Given the product [CH3:1][O:2][C:3]1[CH:8]=[CH:7][CH:6]=[CH:5][C:4]=1[C:9]1[C:17]2[C:12](=[N:13][CH:14]=[C:15]([C:38]3[CH:39]=[N:40][CH:41]=[C:42]([CH:48]=3)[C:43]([N:45]([CH3:46])[CH3:47])=[O:44])[CH:16]=2)[NH:11][CH:10]=1, predict the reactants needed to synthesize it. The reactants are: [CH3:1][O:2][C:3]1[CH:8]=[CH:7][CH:6]=[CH:5][C:4]=1[C:9]1[C:17]2[C:12](=[N:13][CH:14]=[C:15](B3OC(C)(C)C(C)(C)O3)[CH:16]=2)[N:11](S(C2C=CC(C)=CC=2)(=O)=O)[CH:10]=1.Br[C:38]1[CH:39]=[N:40][CH:41]=[C:42]([CH:48]=1)[C:43]([N:45]([CH3:47])[CH3:46])=[O:44].C([O-])(O)=O.[Na+]. (9) Given the product [Br:1][C:2]1[CH:3]=[C:4]([CH2:9][CH2:10][C:11]([O:13][CH3:14])=[O:12])[CH:5]=[CH:6][C:7]=1[O:8][CH:15]1[CH2:20][CH2:19][CH2:18][CH2:17][CH2:16]1, predict the reactants needed to synthesize it. The reactants are: [Br:1][C:2]1[CH:3]=[C:4]([CH2:9][CH2:10][C:11]([O:13][CH3:14])=[O:12])[CH:5]=[CH:6][C:7]=1[OH:8].[C:15]1(P([C:15]2[CH:20]=[CH:19][CH:18]=[CH:17][CH:16]=2)[C:15]2[CH:20]=[CH:19][CH:18]=[CH:17][CH:16]=2)[CH:20]=[CH:19][CH:18]=[CH:17][CH:16]=1.C1(O)CCCCC1.CC(OC(/N=N/C(OC(C)C)=O)=O)C.